From a dataset of Reaction yield outcomes from USPTO patents with 853,638 reactions. Predict the reaction yield, written as a fraction of the theoretical maximum amount of product (1.0 means a 100% yield; for example, 0.34 means a 34% yield). (1) The catalyst is O1CCCC1.CCCCCC. The product is [F:31][C:4]1[CH:3]=[C:2]([NH:1][C:42]([NH:41][C:39](=[O:40])[CH2:38][C:32]2[CH:33]=[CH:34][CH:35]=[CH:36][CH:37]=2)=[O:43])[CH:30]=[CH:29][C:5]=1[O:6][C:7]1[CH:12]=[CH:11][N:10]=[C:9]([NH:13][C:14]([N:16]2[CH2:21][CH2:20][CH:19]([N:22]3[CH2:23][CH:24]([N:26]([CH3:27])[CH3:28])[CH2:25]3)[CH2:18][CH2:17]2)=[O:15])[CH:8]=1. The reactants are [NH2:1][C:2]1[CH:30]=[CH:29][C:5]([O:6][C:7]2[CH:12]=[CH:11][N:10]=[C:9]([NH:13][C:14]([N:16]3[CH2:21][CH2:20][CH:19]([N:22]4[CH2:25][CH:24]([N:26]([CH3:28])[CH3:27])[CH2:23]4)[CH2:18][CH2:17]3)=[O:15])[CH:8]=2)=[C:4]([F:31])[CH:3]=1.[C:32]1([CH2:38][C:39]([N:41]=[C:42]=[O:43])=[O:40])[CH:37]=[CH:36][CH:35]=[CH:34][CH:33]=1.C(OCC)C. The yield is 0.330. (2) The reactants are [N+:1]([C:4]1[CH:12]=[CH:11][CH:10]=[C:9]2[C:5]=1[C:6](=[O:22])[N:7]([CH2:14][C:15]([O:17][C:18]([CH3:21])([CH3:20])[CH3:19])=[O:16])[C:8]2=[O:13])([O-])=O. The catalyst is CO.[Pd]. The product is [NH2:1][C:4]1[CH:12]=[CH:11][CH:10]=[C:9]2[C:5]=1[C:6](=[O:22])[N:7]([CH2:14][C:15]([O:17][C:18]([CH3:20])([CH3:19])[CH3:21])=[O:16])[C:8]2=[O:13]. The yield is 0.548.